Dataset: Full USPTO retrosynthesis dataset with 1.9M reactions from patents (1976-2016). Task: Predict the reactants needed to synthesize the given product. Given the product [F:17][C:8]([F:7])([F:16])[C:9]1[CH:10]=[C:11]([S:15][C:19]2[CH:26]=[CH:25][C:22]([C:23]#[N:24])=[CH:21][CH:20]=2)[CH:12]=[CH:13][CH:14]=1, predict the reactants needed to synthesize it. The reactants are: CC([O-])(C)C.[K+].[F:7][C:8]([F:17])([F:16])[C:9]1[CH:10]=[C:11]([SH:15])[CH:12]=[CH:13][CH:14]=1.F[C:19]1[CH:26]=[CH:25][C:22]([C:23]#[N:24])=[CH:21][CH:20]=1.